The task is: Predict the product of the given reaction.. This data is from Forward reaction prediction with 1.9M reactions from USPTO patents (1976-2016). Given the reactants [Cl:1][C:2]1[CH:3]=[N:4][CH:5]=[C:6]([Cl:20])[C:7]=1[S:8][C:9]1[S:13][C:12]([C:14]([OH:16])=O)=[CH:11][C:10]=1[N+:17]([O-:19])=[O:18].[F:21][C:22]([F:30])([F:29])[C:23]1[CH:27]=[C:26]([NH2:28])[NH:25][N:24]=1, predict the reaction product. The product is: [Cl:20][C:6]1[CH:5]=[N:4][CH:3]=[C:2]([Cl:1])[C:7]=1[S:8][C:9]1[S:13][C:12]([C:14]([NH:28][C:26]2[NH:25][N:24]=[C:23]([C:22]([F:30])([F:29])[F:21])[CH:27]=2)=[O:16])=[CH:11][C:10]=1[N+:17]([O-:19])=[O:18].